Dataset: hERG Central: cardiac toxicity at 1µM, 10µM, and general inhibition. Task: Predict hERG channel inhibition at various concentrations. (1) The compound is COc1ccc(N2CCN(CC(O)COC(c3ccccc3)c3ccccc3)CC2)cc1. Results: hERG_inhib (hERG inhibition (general)): blocker. (2) The molecule is CCOc1ccc(NC(=O)CN2CCN(CC(=O)Nc3ccc(C(=O)OC)cc3)CC2)cc1. Results: hERG_inhib (hERG inhibition (general)): blocker. (3) The molecule is CN(C)CCNC(=O)c1ccccc1-c1cc2ccccc2c(=O)o1. Results: hERG_inhib (hERG inhibition (general)): blocker. (4) The compound is CCN1C(=NCCc2cccnc2)N[C@@H](c2ccccc2)C(C(=O)OC)=C1C. Results: hERG_inhib (hERG inhibition (general)): blocker. (5) The molecule is COc1cccc(C2c3[nH]c4ccccc4c3CCN2Cc2cnn(C)c2)c1. Results: hERG_inhib (hERG inhibition (general)): blocker. (6) The compound is Cc1ncc(CN2CCCC(C(=O)Nc3ccc(-c4cccc(F)c4)cc3)C2)n1C. Results: hERG_inhib (hERG inhibition (general)): blocker.